This data is from Reaction yield outcomes from USPTO patents with 853,638 reactions. The task is: Predict the reaction yield, written as a fraction of the theoretical maximum amount of product (1.0 means a 100% yield; for example, 0.34 means a 34% yield). (1) The reactants are [C:1]([O:13][CH3:14])(=[O:12])[C:2]1[CH:11]=[CH:10][CH:9]=[C:4]([C:5]([O:7][CH3:8])=[O:6])[CH:3]=1.BrBr.[Br:17](F)(F)F. No catalyst specified. The product is [Br:17][C:10]1[CH:9]=[C:4]([C:5]([O:7][CH3:8])=[O:6])[CH:3]=[C:2]([CH:11]=1)[C:1]([O:13][CH3:14])=[O:12]. The yield is 0.550. (2) The reactants are Br[C:2]1[CH:3]=[CH:4][C:5]([O:16][CH3:17])=[C:6]([CH:15]=1)[O:7][Si:8]([C:11]([CH3:14])([CH3:13])[CH3:12])([CH3:10])[CH3:9].C([Li])CCC.[CH3:23][O:24][C:25]1[CH:26]=[C:27]([CH:30]=[C:31]([O:33][CH3:34])[CH:32]=1)[CH:28]=[O:29].O1C2C=CC(C(C3C=C(OC)C=C(OC)C=3)O)=CC=2OCC1. No catalyst specified. The product is [C:11]([Si:8]([CH3:10])([CH3:9])[O:7][C:6]1[CH:15]=[C:2]([CH:28]([C:27]2[CH:30]=[C:31]([O:33][CH3:34])[CH:32]=[C:25]([O:24][CH3:23])[CH:26]=2)[OH:29])[CH:3]=[CH:4][C:5]=1[O:16][CH3:17])([CH3:14])([CH3:13])[CH3:12]. The yield is 0.690.